Dataset: Full USPTO retrosynthesis dataset with 1.9M reactions from patents (1976-2016). Task: Predict the reactants needed to synthesize the given product. (1) Given the product [CH2:3]([O:5][C:6]([C:8]1[N:9]([C@H:31]([CH3:33])[CH2:32][NH:28][C:26]([O:25][C:21]([CH3:24])([CH3:23])[CH3:22])=[O:27])[C:10]2[C:15]([CH:16]=1)=[CH:14][CH:13]=[C:12]([C:17]([F:20])([F:18])[F:19])[CH:11]=2)=[O:7])[CH3:4], predict the reactants needed to synthesize it. The reactants are: [H-].[Na+].[CH2:3]([O:5][C:6]([C:8]1[NH:9][C:10]2[C:15]([CH:16]=1)=[CH:14][CH:13]=[C:12]([C:17]([F:20])([F:19])[F:18])[CH:11]=2)=[O:7])[CH3:4].[C:21]([O:25][C:26]([N:28]1[CH2:32][C@H:31]([CH3:33])OS1(=O)=O)=[O:27])([CH3:24])([CH3:23])[CH3:22]. (2) Given the product [F:18][C:19]1[CH:24]=[C:23]([F:25])[CH:22]=[CH:21][C:20]=1[S:26]([NH:14][C:12]1[CH:11]=[CH:10][CH:9]=[C:8]([CH2:7][O:6][CH2:5][C:4]2[CH:15]=[CH:16][CH:17]=[C:2]([F:1])[CH:3]=2)[N:13]=1)(=[O:28])=[O:27], predict the reactants needed to synthesize it. The reactants are: [F:1][C:2]1[CH:3]=[C:4]([CH:15]=[CH:16][CH:17]=1)[CH2:5][O:6][CH2:7][C:8]1[N:13]=[C:12]([NH2:14])[CH:11]=[CH:10][CH:9]=1.[F:18][C:19]1[CH:24]=[C:23]([F:25])[CH:22]=[CH:21][C:20]=1[S:26](Cl)(=[O:28])=[O:27]. (3) Given the product [Cl:24][C:25]1[CH:26]=[C:27]2[C:31](=[CH:32][CH:33]=1)[NH:30][CH:29]=[C:28]2[CH2:34][CH2:35][NH:36][C:12]([C:9]1[N:8]=[C:7]([CH2:6][C:5]2[CH:17]=[CH:18][C:2]([F:1])=[CH:3][C:4]=2[C:19]([F:20])([F:21])[F:22])[O:11][N:10]=1)=[O:14], predict the reactants needed to synthesize it. The reactants are: [F:1][C:2]1[CH:18]=[CH:17][C:5]([CH2:6][C:7]2[O:11][N:10]=[C:9]([C:12]([O:14]CC)=O)[N:8]=2)=[C:4]([C:19]([F:22])([F:21])[F:20])[CH:3]=1.Cl.[Cl:24][C:25]1[CH:26]=[C:27]2[C:31](=[CH:32][CH:33]=1)[NH:30][CH:29]=[C:28]2[CH2:34][CH2:35][NH2:36].CN(C(ON1N=NC2C=CC=NC1=2)=[N+](C)C)C.F[P-](F)(F)(F)(F)F.C(N(CC)C(C)C)(C)C. (4) Given the product [Cl:37][C:38]1[CH:50]=[C:49]2[C:48](=[CH:40][CH:39]=1)[N:47]([CH3:46])[C:3]1[CH:4]=[CH:5][C:6]([C:8]3[CH:17]=[CH:16][C:15]4[C:10](=[CH:11][CH:12]=[C:13]([C:18]5[N:22]([CH:23]6[CH2:24][CH2:25][CH2:26][CH2:27][CH2:28]6)[C:21]6[CH:29]=[CH:30][C:31]([C:33]([OH:35])=[O:34])=[CH:32][C:20]=6[N:19]=5)[CH:14]=4)[N:9]=3)=[CH:7][C:2]2=1, predict the reactants needed to synthesize it. The reactants are: Br[C:2]1[CH:3]=[CH:4][C:5](O)=[C:6]([C:8]2[CH:17]=[CH:16][C:15]3[C:10](=[CH:11][CH:12]=[C:13]([C:18]4[N:22]([CH:23]5[CH2:28][CH2:27][CH2:26][CH2:25][CH2:24]5)[C:21]5[CH:29]=[CH:30][C:31]([C:33]([OH:35])=[O:34])=[CH:32][C:20]=5[N:19]=4)[CH:14]=3)[N:9]=2)[CH:7]=1.[Cl:37][C:38]1[CH:39]=[C:40]2[C:48](=[CH:49][CH:50]=1)[N:47](C)[C:46]1C=CC(C(=O)C)=CC2=1.[OH-].[K+].